This data is from NCI-60 drug combinations with 297,098 pairs across 59 cell lines. The task is: Regression. Given two drug SMILES strings and cell line genomic features, predict the synergy score measuring deviation from expected non-interaction effect. (1) Drug 1: C1CC(=O)NC(=O)C1N2CC3=C(C2=O)C=CC=C3N. Drug 2: CCC1(CC2CC(C3=C(CCN(C2)C1)C4=CC=CC=C4N3)(C5=C(C=C6C(=C5)C78CCN9C7C(C=CC9)(C(C(C8N6C)(C(=O)OC)O)OC(=O)C)CC)OC)C(=O)OC)O.OS(=O)(=O)O. Cell line: SNB-19. Synergy scores: CSS=16.9, Synergy_ZIP=-2.55, Synergy_Bliss=-4.29, Synergy_Loewe=-22.8, Synergy_HSA=-2.31. (2) Drug 1: CCCCC(=O)OCC(=O)C1(CC(C2=C(C1)C(=C3C(=C2O)C(=O)C4=C(C3=O)C=CC=C4OC)O)OC5CC(C(C(O5)C)O)NC(=O)C(F)(F)F)O. Drug 2: CC1=C2C(C(=O)C3(C(CC4C(C3C(C(C2(C)C)(CC1OC(=O)C(C(C5=CC=CC=C5)NC(=O)OC(C)(C)C)O)O)OC(=O)C6=CC=CC=C6)(CO4)OC(=O)C)O)C)O. Cell line: ACHN. Synergy scores: CSS=42.2, Synergy_ZIP=-2.95, Synergy_Bliss=-7.32, Synergy_Loewe=-6.92, Synergy_HSA=-6.79. (3) Synergy scores: CSS=5.47, Synergy_ZIP=-2.38, Synergy_Bliss=-0.805, Synergy_Loewe=-1.14, Synergy_HSA=-1.28. Cell line: SF-295. Drug 2: CC1=C(C(=CC=C1)Cl)NC(=O)C2=CN=C(S2)NC3=CC(=NC(=N3)C)N4CCN(CC4)CCO. Drug 1: CCC1(CC2CC(C3=C(CCN(C2)C1)C4=CC=CC=C4N3)(C5=C(C=C6C(=C5)C78CCN9C7C(C=CC9)(C(C(C8N6C=O)(C(=O)OC)O)OC(=O)C)CC)OC)C(=O)OC)O.OS(=O)(=O)O.